The task is: Regression. Given two drug SMILES strings and cell line genomic features, predict the synergy score measuring deviation from expected non-interaction effect.. This data is from NCI-60 drug combinations with 297,098 pairs across 59 cell lines. Drug 1: COC1=C(C=C2C(=C1)N=CN=C2NC3=CC(=C(C=C3)F)Cl)OCCCN4CCOCC4. Drug 2: CC1=C(C(=CC=C1)Cl)NC(=O)C2=CN=C(S2)NC3=CC(=NC(=N3)C)N4CCN(CC4)CCO. Cell line: SF-295. Synergy scores: CSS=14.1, Synergy_ZIP=-4.81, Synergy_Bliss=-0.609, Synergy_Loewe=2.56, Synergy_HSA=2.92.